Dataset: Full USPTO retrosynthesis dataset with 1.9M reactions from patents (1976-2016). Task: Predict the reactants needed to synthesize the given product. (1) Given the product [Cl:1][C:2]1[C:3]([C:19]2[CH:24]=[C:23]([Cl:25])[CH:22]=[CH:21][C:20]=2[C:26]#[N:27])=[CH:4][C:5](=[O:18])[N:6]([CH:8]([CH2:12][C:13]2[O:17][CH:16]=[N:15][CH:14]=2)[C:9]([NH:37][C:35]2[CH:34]=[CH:33][C:32]3[N:31]([CH:30]=[CH:29][N:28]=3)[CH:36]=2)=[O:10])[CH:7]=1, predict the reactants needed to synthesize it. The reactants are: [Cl:1][C:2]1[C:3]([C:19]2[CH:24]=[C:23]([Cl:25])[CH:22]=[CH:21][C:20]=2[C:26]#[N:27])=[CH:4][C:5](=[O:18])[N:6]([CH:8]([CH2:12][C:13]2[O:17][CH:16]=[N:15][CH:14]=2)[C:9](O)=[O:10])[CH:7]=1.[N:28]1[CH:29]=[CH:30][N:31]2[CH:36]=[C:35]([NH2:37])[CH:34]=[CH:33][C:32]=12. (2) Given the product [CH3:17][O:16][C:11]1[CH:12]=[CH:13][CH:14]=[CH:15][C:10]=1[CH2:9][O:8][CH2:7][CH2:6][O:5][C:10]1[CH:15]=[CH:14][C:13]([C:23]([O:22][CH3:21])=[O:26])=[CH:12][CH:11]=1, predict the reactants needed to synthesize it. The reactants are: CS([O:5][CH2:6][CH2:7][O:8][CH2:9][C:10]1[CH:15]=[CH:14][CH:13]=[CH:12][C:11]=1[O:16][CH3:17])(=O)=O.CN([CH:21]=[O:22])C.[C:23](=[O:26])([O-])[O-].[K+].[K+]. (3) Given the product [C:1]([O:5][C:6](=[O:25])[NH:7][CH:8]1[CH2:13][CH2:12][N:11]([C:14]2[CH:19]=[C:18]([CH3:20])[C:17]3[N:21]=[C:37]([C:30]4[C:31]([O:35][CH3:36])=[N:32][CH:33]=[CH:34][C:29]=4[I:28])[NH:24][C:16]=3[CH:15]=2)[CH2:10][CH2:9]1)([CH3:4])([CH3:3])[CH3:2], predict the reactants needed to synthesize it. The reactants are: [C:1]([O:5][C:6](=[O:25])[NH:7][CH:8]1[CH2:13][CH2:12][N:11]([C:14]2[CH:19]=[C:18]([CH3:20])[C:17]([N+:21]([O-])=O)=[C:16]([NH2:24])[CH:15]=2)[CH2:10][CH2:9]1)([CH3:4])([CH3:3])[CH3:2].[H][H].[I:28][C:29]1[CH:34]=[CH:33][N:32]=[C:31]([O:35][CH3:36])[C:30]=1[CH:37]=O. (4) The reactants are: [Br:1][C:2]1[CH:18]=[CH:17][C:16]([F:19])=[CH:15][C:3]=1[CH2:4][NH:5][C:6](=[NH:14])[CH:7](OCC)OCC.ClCCl.OS(O)(=O)=O. Given the product [Br:1][C:2]1[CH:18]=[CH:17][C:16]([F:19])=[C:15]2[C:3]=1[CH:4]=[N:5][C:6]([NH2:14])=[CH:7]2, predict the reactants needed to synthesize it. (5) Given the product [CH3:24][C:23]1([CH3:41])[CH:22]([C:21]2[CH:32]=[CH:31][C:30]([CH3:35])=[CH:28][CH:27]=2)[C:2]2[C:3]([CH3:20])=[C:4]([NH2:12])[C:5]([CH3:11])=[C:6]([CH3:10])[C:7]=2[O:8]1, predict the reactants needed to synthesize it. The reactants are: Br[C:2]1[C:3]([CH3:20])=[C:4]([NH:12]C(=O)OC(C)(C)C)[C:5]([CH3:11])=[C:6]([CH3:10])[C:7]=1[O:8]C.[CH2:21]([Li])[CH2:22][CH2:23][CH3:24].C[CH:27](C)[C:28]([C:30]1[CH:35]=CC(C)=[CH:32][CH:31]=1)=O.Br.[OH-].[Na+].[CH2:41]1COCC1. (6) Given the product [N:11]1([CH2:10][C:2]2[N:3]([CH2:32][CH2:33][CH2:34][CH2:35][C:36]#[N:37])[C:4]3[CH:9]=[CH:8][CH:7]=[CH:6][C:5]=3[N:1]=2)[C@H:24]2[C@@H:15]([CH2:16][CH2:17][C:18]3[C:23]2=[N:22][CH:21]=[CH:20][CH:19]=3)[CH2:14][CH2:13][CH2:12]1, predict the reactants needed to synthesize it. The reactants are: [NH:1]1[C:5]2[CH:6]=[CH:7][CH:8]=[CH:9][C:4]=2[N:3]=[C:2]1[CH2:10][N:11]1[C@H:24]2[C@@H:15]([CH2:16][CH2:17][C:18]3[C:23]2=[N:22][CH:21]=[CH:20][CH:19]=3)[CH2:14][CH2:13][CH2:12]1.C(=O)([O-])[O-].[K+].[K+].Br[CH2:32][CH2:33][CH2:34][CH2:35][C:36]#[N:37].[I-].[K+]. (7) The reactants are: Cl.[CH3:2][NH:3][CH3:4].[C:5]1(=O)[CH2:9][CH2:8][CH2:7][CH2:6]1.[C-:11]#[N:12].[K+]. Given the product [CH3:2][N:3]([CH3:4])[C:5]1([C:11]#[N:12])[CH2:9][CH2:8][CH2:7][CH2:6]1, predict the reactants needed to synthesize it. (8) Given the product [N+:1]([C:4]1[CH:11]=[CH:10][C:7]([CH2:8][N:17]2[CH2:16][C@H:15]([CH3:19])[NH:14][C@H:13]([CH3:12])[CH2:18]2)=[CH:6][CH:5]=1)([O-:3])=[O:2], predict the reactants needed to synthesize it. The reactants are: [N+:1]([C:4]1[CH:11]=[CH:10][C:7]([CH:8]=O)=[CH:6][CH:5]=1)([O-:3])=[O:2].[CH3:12][C@@H:13]1[CH2:18][NH:17][CH2:16][C@H:15]([CH3:19])[NH:14]1.